This data is from Human Reference Interactome with 51,813 positive PPI pairs across 8,248 proteins, plus equal number of experimentally-validated negative pairs. The task is: Binary Classification. Given two protein amino acid sequences, predict whether they physically interact or not. (1) Protein 1 (ENSG00000074416) has sequence METGPEDPSSMPEESSPRRTPQSIPYQDLPHLVNADGQYLFCRYWKPTGTPKALIFVSHGAGEHSGRYEELARMLMGLDLLVFAHDHVGHGQSEGERMVVSDFHVFVRDVLQHVDSMQKDYPGLPVFLLGHSMGGAIAILTAAERPGHFAGMVLISPLVLANPESATTFKVLAAKVLNLVLPNLSLGPIDSSVLSRNKTEVDIYNSDPLICRAGLKVCFGIQLLNAVSRVERALPKLTVPFLLLQGSADRLCDSKGAYLLMELAKSQDKTLKIYEGAYHVLHKELPEVTNSVFHEINMWV.... Protein 2 (ENSG00000130518) has sequence MTLQGRADLSGNQGNAAGRLATVHEPVVTQWAVHPPAPAHPSLLDKMEKAPPQPQHEGLKSKEHLPQQPAEGKTASRRVPRLRAVVESQAFKNILVDEMDMMHARAATLIQANWRGYWLRQKLISQMMAAKAIQEAWRRFNKRHILHSSKSLVKKTRAEEGDIPYHAPQQVRFQHPEENRLLSPPIMVNKETQFPSCDNLVLCRPQSSPLLQPPAAQGTPEPCVQGPHAARVRGLAFLPHQTVTIRFPCPVSLDAKCQPCLLTRTIRSTCLVHIEGDSVKTKRVSARTNKARAPETPLSR.... Result: 0 (the proteins do not interact). (2) Protein 1 (ENSG00000129521) has sequence MPLGHIMRLDLEKIALEYIVPCLHEVGFCYLDNFLGEVVGDCVLERVKQLHCTGALRDGQLAGPRAGVSKRHLRGDQITWIGGNEEGCEAISFLLSLIDRLVLYCGSRLGKYYVKERSKAMVACYPGNGTGYVRHVDNPNGDGRCITCIYYLNKNWDAKLHGGILRIFPEGKSFIADVEPIFDRLLFFWSDRRNPHEVQPSYATRYAMTVWYFDAEERAEAKKKFRNLTRKTESALTED*MAMVACYPGNGTGYVRHVDNPNGDGRCITCIYYLNKNWDAKLHGGILRIFPEGKSFIADV.... Protein 2 (ENSG00000205364) has sequence MDPNCSCTTGVSCACTGSCTCKECKCTSCKKSCCSCCPVGCAKCAHGCVCKGTLENCSCCA*MDPNCSCTTGVSCACTGSCTCKECKCTSCKKSECGAISRNLGLWLRLGGNPRLALSASFWGTGLSLPSL. Result: 0 (the proteins do not interact).